The task is: Predict which catalyst facilitates the given reaction.. This data is from Catalyst prediction with 721,799 reactions and 888 catalyst types from USPTO. Reactant: FC(F)(F)C(O)=O.[F:8][C:9]1[CH:14]=[C:13]([F:15])[CH:12]=[CH:11][C:10]=1[N:16]1[CH:20]([C:21]2[CH:26]=[CH:25][C:24]([C:27]3[CH2:28][CH2:29][NH:30][CH2:31][CH:32]=3)=[CH:23][CH:22]=2)[CH2:19][C:18]([C:33]([C:39]([F:42])([F:41])[F:40])([C:35]([F:38])([F:37])[F:36])[OH:34])=[N:17]1.C(N(CC)CC)C.[CH3:50][S:51](Cl)(=[O:53])=[O:52].ClCCl. Product: [F:8][C:9]1[CH:14]=[C:13]([F:15])[CH:12]=[CH:11][C:10]=1[N:16]1[CH:20]([C:21]2[CH:26]=[CH:25][C:24]([C:27]3[CH2:28][CH2:29][N:30]([S:51]([CH3:50])(=[O:53])=[O:52])[CH2:31][CH:32]=3)=[CH:23][CH:22]=2)[CH2:19][C:18]([C:33]([C:39]([F:40])([F:41])[F:42])([C:35]([F:36])([F:37])[F:38])[OH:34])=[N:17]1. The catalyst class is: 6.